From a dataset of Reaction yield outcomes from USPTO patents with 853,638 reactions. Predict the reaction yield, written as a fraction of the theoretical maximum amount of product (1.0 means a 100% yield; for example, 0.34 means a 34% yield). (1) The reactants are C(OC([NH:8][C@H:9]([C:11]([NH:13][CH:14]1[N:20]=[C:19]([C:21]2[CH:26]=[CH:25][CH:24]=[CH:23][CH:22]=2)[C:18]2[CH:27]=[CH:28][CH:29]=[CH:30][C:17]=2[N:16]([CH2:31][CH2:32][CH2:33][C:34]([F:37])([F:36])[F:35])[C:15]1=[O:38])=[O:12])[CH3:10])=O)(C)(C)C.C(O)(C(F)(F)F)=O.C(Cl)Cl. No catalyst specified. The product is [NH2:8][C@H:9]([C:11]([NH:13][CH:14]1[N:20]=[C:19]([C:21]2[CH:26]=[CH:25][CH:24]=[CH:23][CH:22]=2)[C:18]2[CH:27]=[CH:28][CH:29]=[CH:30][C:17]=2[N:16]([CH2:31][CH2:32][CH2:33][C:34]([F:37])([F:35])[F:36])[C:15]1=[O:38])=[O:12])[CH3:10]. The yield is 0.680. (2) The reactants are [Cl:1][C:2]1[C:7]2[O:8][C:9]3[CH2:14][CH2:13][NH:12][CH:11]([C:15](OCC)=[O:16])[C:10]=3[C:6]=2[CH:5]=[C:4]([S:20]([C:23]2[CH:28]=[CH:27][CH:26]=[CH:25][CH:24]=2)(=[O:22])=[O:21])[CH:3]=1.[BH4-].[Li+].O. The catalyst is C(O)C. The product is [Cl:1][C:2]1[C:7]2[O:8][C:9]3[CH2:14][CH2:13][NH:12][CH:11]([CH2:15][OH:16])[C:10]=3[C:6]=2[CH:5]=[C:4]([S:20]([C:23]2[CH:28]=[CH:27][CH:26]=[CH:25][CH:24]=2)(=[O:22])=[O:21])[CH:3]=1. The yield is 0.640.